From a dataset of Catalyst prediction with 721,799 reactions and 888 catalyst types from USPTO. Predict which catalyst facilitates the given reaction. (1) Reactant: [NH2:1][C:2]1[N:7]=[C:6]([S:8]([NH:11][C:12]([C:14]2[C:15](Cl)=[N:16][C:17]([C:20]3[CH:25]=[C:24]([O:26][CH2:27][CH:28]([CH3:30])[CH3:29])[CH:23]=[C:22]([F:31])[CH:21]=3)=[CH:18][CH:19]=2)=[O:13])(=[O:10])=[O:9])[CH:5]=[CH:4][CH:3]=1.[I:33][C:34]1[CH:39]=[C:38]([CH3:40])[C:37]([OH:41])=[C:36]([CH3:42])[CH:35]=1.[H-].[Na+]. Product: [NH2:1][C:2]1[N:7]=[C:6]([S:8]([NH:11][C:12]([C:14]2[C:15]([O:41][C:37]3[C:38]([CH3:40])=[CH:39][C:34]([I:33])=[CH:35][C:36]=3[CH3:42])=[N:16][C:17]([C:20]3[CH:25]=[C:24]([O:26][CH2:27][CH:28]([CH3:30])[CH3:29])[CH:23]=[C:22]([F:31])[CH:21]=3)=[CH:18][CH:19]=2)=[O:13])(=[O:10])=[O:9])[CH:5]=[CH:4][CH:3]=1. The catalyst class is: 37. (2) Reactant: C(=O)([O-])[O-].[Na+].[Na+].[NH2:7][C:8]1[O:9][CH2:10][C@@:11]2([N:28]=1)[C:24]1[CH:23]=[C:22]([OH:25])[CH:21]=[C:20]([F:26])[C:19]=1[O:18][C:17]1[C:12]2=[CH:13][C:14](Br)=[CH:15][CH:16]=1.[F:29][C:30]1[C:35](B(O)O)=[CH:34][CH:33]=[CH:32][N:31]=1. Product: [NH2:7][C:8]1[O:9][CH2:10][C@@:11]2([N:28]=1)[C:24]1[CH:23]=[C:22]([OH:25])[CH:21]=[C:20]([F:26])[C:19]=1[O:18][C:17]1[C:12]2=[CH:13][C:14]([C:35]2[C:30]([F:29])=[N:31][CH:32]=[CH:33][CH:34]=2)=[CH:15][CH:16]=1. The catalyst class is: 339. (3) Reactant: [Cl:1]Cl.[OH:3][C:4]1[CH:11]=[CH:10][C:7]([CH:8]=[O:9])=[CH:6][CH:5]=1. Product: [Cl:1][C:5]1[CH:6]=[C:7]([CH:10]=[CH:11][C:4]=1[OH:3])[CH:8]=[O:9]. The catalyst class is: 15. (4) Reactant: Br[C:2]1[CH:9]=[N:8][CH:7]=[C:6]([Br:10])[C:3]=1[C:4]#[N:5].O.[NH2:12][NH2:13]. Product: [Br:10][C:6]1[CH:7]=[N:8][CH:9]=[C:2]2[NH:12][N:13]=[C:4]([NH2:5])[C:3]=12. The catalyst class is: 5. (5) Reactant: Cl[C:2]1[C:3]([C:16]2[CH:21]=[CH:20][C:19]([F:22])=[CH:18][CH:17]=2)=[N:4][C:5]2[C:10]([N:11]=1)=[CH:9][C:8]([C:12]([O:14][CH3:15])=[O:13])=[CH:7][CH:6]=2.CCN(C(C)C)C(C)C.[NH:32]1[CH2:37][CH2:36][NH:35][CH2:34][CH2:33]1. Product: [F:22][C:19]1[CH:20]=[CH:21][C:16]([C:3]2[C:2]([N:32]3[CH2:37][CH2:36][NH:35][CH2:34][CH2:33]3)=[N:11][C:10]3[C:5](=[CH:6][CH:7]=[C:8]([C:12]([O:14][CH3:15])=[O:13])[CH:9]=3)[N:4]=2)=[CH:17][CH:18]=1. The catalyst class is: 16. (6) Product: [OH:20][C:19]1[CH:18]=[CH:17][N:16]=[CH:15][C:14]=1[NH:13][C:8](=[O:9])[C:7]1[CH:11]=[CH:12][C:4]([N+:1]([O-:3])=[O:2])=[CH:5][CH:6]=1. The catalyst class is: 228. Reactant: [N+:1]([C:4]1[CH:12]=[CH:11][C:7]([C:8](Cl)=[O:9])=[CH:6][CH:5]=1)([O-:3])=[O:2].[NH2:13][C:14]1[CH:15]=[N:16][CH:17]=[CH:18][C:19]=1[OH:20].C([O-])([O-])=O.[Na+].[Na+].CC(O)=O. (7) Reactant: [Cl:1][C:2]1[CH:7]=[CH:6][C:5]([N:8]2[C:13]([CH3:15])([CH3:14])[CH2:12][NH:11][C:10](=O)[C:9]2=O)=[CH:4][CH:3]=1. Product: [ClH:1].[Cl:1][C:2]1[CH:3]=[CH:4][C:5]([N:8]2[CH2:9][CH2:10][NH:11][CH2:12][C:13]2([CH3:15])[CH3:14])=[CH:6][CH:7]=1. The catalyst class is: 7. (8) Reactant: [Cl:1][C:2]1[N:11]=[C:10]([NH:12][CH3:13])[C:9]2[CH:8]=[CH:7][CH2:6][C:5]([C:15]3[CH:20]=[CH:19][CH:18]=[CH:17][CH:16]=3)([OH:14])[C:4]=2[N:3]=1. Product: [Cl:1][C:2]1[N:11]=[C:10]([NH:12][CH3:13])[C:9]2[CH2:8][CH2:7][CH2:6][C:5]([C:15]3[CH:20]=[CH:19][CH:18]=[CH:17][CH:16]=3)([OH:14])[C:4]=2[N:3]=1. The catalyst class is: 99. (9) The catalyst class is: 51. Reactant: Cl[C:2]1[N:3]=[C:4]([NH:18][CH3:19])[C:5]2[N:6]=[C:7]([NH:14][CH2:15][CH2:16][CH3:17])[N:8]=[C:9]([NH:12][CH3:13])[C:10]=2[N:11]=1.[OH:20][CH2:21][CH2:22][NH:23][CH3:24].C([O-])(O)=O.[Na+]. Product: [CH3:19][NH:18][C:4]1[C:5]2[N:6]=[C:7]([NH:14][CH2:15][CH2:16][CH3:17])[N:8]=[C:9]([NH:12][CH3:13])[C:10]=2[N:11]=[C:2]([N:23]([CH3:24])[CH2:22][CH2:21][OH:20])[N:3]=1. (10) Reactant: [C:1]([C:3]1[C:4]([N:15]2[CH2:18][CH:17]([C:19]([OH:21])=O)[CH2:16]2)=[N:5][C:6]([CH3:14])=[C:7]([C:9]([O:11][CH2:12][CH3:13])=[O:10])[CH:8]=1)#[N:2].[Br:22][C:23]1[CH:24]=[C:25]([CH2:29][S:30]([NH2:33])(=[O:32])=[O:31])[CH:26]=[CH:27][CH:28]=1.CN(C(ON1N=NC2C=CC=NC1=2)=[N+](C)C)C.F[P-](F)(F)(F)(F)F. Product: [CH2:12]([O:11][C:9](=[O:10])[C:7]1[CH:8]=[C:3]([C:1]#[N:2])[C:4]([N:15]2[CH2:16][CH:17]([C:19]([NH:33][S:30]([CH2:29][C:25]3[CH:26]=[CH:27][CH:28]=[C:23]([Br:22])[CH:24]=3)(=[O:32])=[O:31])=[O:21])[CH2:18]2)=[N:5][C:6]=1[CH3:14])[CH3:13]. The catalyst class is: 3.